This data is from Full USPTO retrosynthesis dataset with 1.9M reactions from patents (1976-2016). The task is: Predict the reactants needed to synthesize the given product. (1) Given the product [Cl:21][C:18]1[CH:19]=[C:20]2[C:15](=[CH:16][CH:17]=1)[N:14]=[C:13]([CH3:22])[C:12]([CH3:23])=[C:11]2[N:8]1[C:9]2[CH:10]=[C:2]([C:34]3[CH:39]=[CH:38][N:37]=[CH:36][CH:35]=3)[CH:3]=[C:4]([C:24]#[N:25])[C:5]=2[CH:6]=[CH:7]1, predict the reactants needed to synthesize it. The reactants are: Br[C:2]1[CH:3]=[C:4]([C:24]#[N:25])[C:5]2[CH:6]=[CH:7][N:8]([C:11]3[C:20]4[C:15](=[CH:16][CH:17]=[C:18]([Cl:21])[CH:19]=4)[N:14]=[C:13]([CH3:22])[C:12]=3[CH3:23])[C:9]=2[CH:10]=1.CC1(C)C(C)(C)OB([C:34]2[CH:39]=[CH:38][N:37]=[CH:36][CH:35]=2)O1. (2) Given the product [CH2:20]([O:27][C:28]1[CH:33]=[CH:32][N:31]([CH2:2][C:3]2[CH:8]=[CH:7][C:6]([O:9][C:10]([F:13])([F:12])[F:11])=[CH:5][CH:4]=2)[C:30](=[O:34])[CH:29]=1)[C:21]1[CH:22]=[CH:23][CH:24]=[CH:25][CH:26]=1, predict the reactants needed to synthesize it. The reactants are: Br[CH2:2][C:3]1[CH:8]=[CH:7][C:6]([O:9][C:10]([F:13])([F:12])[F:11])=[CH:5][CH:4]=1.C(=O)([O-])[O-].[K+].[K+].[CH2:20]([O:27][C:28]1[CH:33]=[CH:32][NH:31][C:30](=[O:34])[CH:29]=1)[C:21]1[CH:26]=[CH:25][CH:24]=[CH:23][CH:22]=1.